Dataset: Forward reaction prediction with 1.9M reactions from USPTO patents (1976-2016). Task: Predict the product of the given reaction. (1) Given the reactants [Cl:1][C:2]1[C:9]([F:10])=[CH:8][C:5]([CH:6]=O)=[C:4](F)[CH:3]=1.O.[NH2:13][NH2:14], predict the reaction product. The product is: [Cl:1][C:2]1[CH:3]=[C:4]2[C:5]([CH:6]=[N:13][NH:14]2)=[CH:8][C:9]=1[F:10]. (2) The product is: [CH3:21][N:22]1[C:5]([C:7]2[CH:17]=[CH:16][C:10]3[O:11][CH2:12][C:13](=[O:15])[NH:14][C:9]=3[CH:8]=2)=[CH:4][C:3]([C:2]([F:20])([F:19])[F:1])=[N:23]1. Given the reactants [F:1][C:2]([F:20])([F:19])[C:3](=O)[CH2:4][C:5]([C:7]1[CH:17]=[CH:16][C:10]2[O:11][CH2:12][C:13](=[O:15])[NH:14][C:9]=2[CH:8]=1)=O.[CH3:21][NH:22][NH2:23], predict the reaction product.